From a dataset of Catalyst prediction with 721,799 reactions and 888 catalyst types from USPTO. Predict which catalyst facilitates the given reaction. (1) Reactant: [Si:1]([O:8][CH2:9][CH2:10][C@@H:11]([C:13]([OH:15])=[O:14])[NH2:12])([C:4]([CH3:7])([CH3:6])[CH3:5])([CH3:3])[CH3:2].CCN(CC)CC.[O:23](C(OC(C)(C)C)=O)[C:24]([O:26][C:27]([CH3:30])([CH3:29])[CH3:28])=O. Product: [C:27]([O:26][C:24]([NH:12][C@H:11]([C:13]([OH:15])=[O:14])[CH2:10][CH2:9][O:8][Si:1]([C:4]([CH3:6])([CH3:7])[CH3:5])([CH3:3])[CH3:2])=[O:23])([CH3:30])([CH3:29])[CH3:28]. The catalyst class is: 2. (2) Reactant: [Br:1][C:2]1[CH:3]=[CH:4][C:5]([C:8]2[CH2:12][CH:11]([CH2:13][OH:14])[O:10][N:9]=2)=[N:6][CH:7]=1.C(N(CC)[P:18]([O:24][C:25]([CH3:28])([CH3:27])[CH3:26])[O:19][C:20]([CH3:23])([CH3:22])[CH3:21])C.N1C=NN=N1.ClC1C=C(C=CC=1)C(OO)=[O:41]. The catalyst class is: 266. Product: [P:18]([O:19][C:20]([CH3:21])([CH3:22])[CH3:23])([O:24][C:25]([CH3:26])([CH3:27])[CH3:28])([O:14][CH2:13][CH:11]1[O:10][N:9]=[C:8]([C:5]2[CH:4]=[CH:3][C:2]([Br:1])=[CH:7][N:6]=2)[CH2:12]1)=[O:41].